This data is from Reaction yield outcomes from USPTO patents with 853,638 reactions. The task is: Predict the reaction yield, written as a fraction of the theoretical maximum amount of product (1.0 means a 100% yield; for example, 0.34 means a 34% yield). (1) The reactants are [F:1][C:2]1[CH:7]=[CH:6][C:5]([N:8]2[C:19]3=[C:20]4[C:14](=[C:15]5[N:24]([CH3:25])[CH:23]=[CH:22][C:21]([C:26](O)=[O:27])=[C:16]5[CH:17]=[CH:18]3)[C:13](=[O:29])[NH:12][C:11]4=[CH:10][CH2:9]2)=[CH:4][CH:3]=1.C(N(CC)C(C)C)(C)C.[F:39][C:40]1[CH:41]=[CH:42][C:43]([O:48][CH3:49])=[C:44]([CH2:46][NH2:47])[CH:45]=1.CN(C(ON1N=NC2C=CC=NC1=2)=[N+](C)C)C.F[P-](F)(F)(F)(F)F. The catalyst is CN(C)C(=O)C. The product is [F:39][C:40]1[CH:41]=[CH:42][C:43]([O:48][CH3:49])=[C:44]([CH:45]=1)[CH2:46][NH:47][C:26]([C:21]1[CH:22]=[CH:23][N:24]([CH3:25])[C:15]2[C:16]=1[CH:17]=[CH:18][C:19]1[N:8]([C:5]3[CH:4]=[CH:3][C:2]([F:1])=[CH:7][CH:6]=3)[CH2:9][CH:10]=[C:11]3[NH:12][C:13](=[O:29])[C:14]=2[C:20]=13)=[O:27]. The yield is 0.0800. (2) The reactants are [Si:1]([O:8][C:9]1[CH:17]=[CH:16][CH:15]=[C:14]2[C:10]=1[CH:11]=[CH:12][NH:13]2)([C:4]([CH3:7])([CH3:6])[CH3:5])([CH3:3])[CH3:2].[C:18]([O:22][C:23](O[C:23]([O:22][C:18]([CH3:21])([CH3:20])[CH3:19])=[O:24])=[O:24])([CH3:21])([CH3:20])[CH3:19]. The catalyst is CN(C1C=CN=CC=1)C. The product is [C:18]([O:22][C:23]([N:13]1[C:14]2[C:10](=[C:9]([O:8][Si:1]([C:4]([CH3:7])([CH3:6])[CH3:5])([CH3:3])[CH3:2])[CH:17]=[CH:16][CH:15]=2)[CH:11]=[CH:12]1)=[O:24])([CH3:21])([CH3:20])[CH3:19]. The yield is 0.990. (3) The reactants are [CH3:1][C:2]([C:4]1[CH:9]=[CH:8][C:7]([O:10][C:11]2[CH:16]=[CH:15][CH:14]=[CH:13][CH:12]=2)=[CH:6][CH:5]=1)=O.C([O-])(=O)C.[NH4+].C([BH3-])#[N:23].[Na+].Cl. The catalyst is CO. The product is [O:10]([C:7]1[CH:8]=[CH:9][C:4]([CH:2]([NH2:23])[CH3:1])=[CH:5][CH:6]=1)[C:11]1[CH:16]=[CH:15][CH:14]=[CH:13][CH:12]=1. The yield is 0.300. (4) The reactants are Cl[CH2:2][CH2:3][CH2:4][S:5]([N:8]1[CH2:13][CH2:12][CH:11]([C:14]2[C:22]3[C:17](=[C:18]([C:29]([NH2:31])=[O:30])[CH:19]=[C:20]([C:23]4[CH:28]=[CH:27][CH:26]=[CH:25][CH:24]=4)[CH:21]=3)[NH:16][CH:15]=2)[CH2:10][CH2:9]1)(=[O:7])=[O:6].[OH:32][C:33]1[CH:38]=[CH:37][C:36]([NH:39][C:40](=[O:42])[CH3:41])=[CH:35][CH:34]=1.C([O-])([O-])=O.[K+].[K+]. The catalyst is [I-].[Na+]. The product is [C:40]([NH:39][C:36]1[CH:37]=[CH:38][C:33]([O:32][CH2:2][CH2:3][CH2:4][S:5]([N:8]2[CH2:13][CH2:12][CH:11]([C:14]3[C:22]4[C:17](=[C:18]([C:29]([NH2:31])=[O:30])[CH:19]=[C:20]([C:23]5[CH:28]=[CH:27][CH:26]=[CH:25][CH:24]=5)[CH:21]=4)[NH:16][CH:15]=3)[CH2:10][CH2:9]2)(=[O:7])=[O:6])=[CH:34][CH:35]=1)(=[O:42])[CH3:41]. The yield is 0.420. (5) The reactants are [H-].[Na+].[CH3:3][NH:4][C:5]1[N:9]([CH3:10])[C:8]([C:11]2[CH:16]=[CH:15][N:14]=[CH:13][CH:12]=2)=[N:7][N:6]=1.Cl[CH2:18][C:19]1[N:23]=[C:22]([C:24]2[CH:29]=[CH:28][CH:27]=[C:26]([Cl:30])[CH:25]=2)[O:21][N:20]=1. The catalyst is CN(C=O)C. The product is [Cl:30][C:26]1[CH:25]=[C:24]([C:22]2[O:21][N:20]=[C:19]([CH2:18][N:4]([CH3:3])[C:5]3[N:9]([CH3:10])[C:8]([C:11]4[CH:16]=[CH:15][N:14]=[CH:13][CH:12]=4)=[N:7][N:6]=3)[N:23]=2)[CH:29]=[CH:28][CH:27]=1. The yield is 0.540. (6) The reactants are [CH3:1][O:2][C:3](=[O:18])[C:4]([CH3:17])([CH3:16])[CH2:5]/[CH:6]=[N:7]/[CH2:8][C:9]([O:11][C:12]([CH3:15])([CH3:14])[CH3:13])=[O:10].[Cl:19][C:20]1[C:21]([F:38])=[C:22](/[CH:26]=[C:27](/[C:30]2[CH:35]=[CH:34][C:33]([Cl:36])=[CH:32][C:31]=2[F:37])\[C:28]#[N:29])[CH:23]=[CH:24][CH:25]=1.C(N(CC)CC)C.C1CCN2C(=NCCC2)CC1. The catalyst is ClCCl.C(O)(C)(C)C. The product is [C:12]([O:11][C:9]([CH:8]1[CH:26]([C:22]2[CH:23]=[CH:24][CH:25]=[C:20]([Cl:19])[C:21]=2[F:38])[C:27]([C:30]2[CH:35]=[CH:34][C:33]([Cl:36])=[CH:32][C:31]=2[F:37])([C:28]#[N:29])[CH:6]([CH2:5][C:4]([C:3]([O:2][CH3:1])=[O:18])([CH3:17])[CH3:16])[NH:7]1)=[O:10])([CH3:13])([CH3:15])[CH3:14]. The yield is 0.200.